Task: Predict the reaction yield, written as a fraction of the theoretical maximum amount of product (1.0 means a 100% yield; for example, 0.34 means a 34% yield).. Dataset: Reaction yield outcomes from USPTO patents with 853,638 reactions (1) The reactants are C([Li])CCC.[C:6](#[N:8])[CH3:7].[CH3:9][C:10]([CH3:18])([C:12](=[S:17])[C:13]([CH3:16])([CH3:15])[CH3:14])[CH3:11]. The catalyst is C1COCC1. The product is [C:10]([C:12]([SH:17])([C:13]([CH3:16])([CH3:15])[CH3:14])[CH2:7][C:6]#[N:8])([CH3:18])([CH3:11])[CH3:9]. The yield is 0.840. (2) The reactants are [Br:1][C:2]1[CH:3]=[C:4]2[C:8](=[CH:9][CH:10]=1)[NH:7][C:6](=[O:11])[CH2:5]2.[CH:12]([C:14]1[NH:18][C:17]([CH:19]([CH3:21])[CH3:20])=[C:16]([C:22]([OH:24])=[O:23])[C:15]=1[C:25]1[CH:30]=[CH:29][CH:28]=[CH:27][CH:26]=1)=O. No catalyst specified. The product is [Br:1][C:2]1[CH:3]=[C:4]2[C:8](=[CH:9][CH:10]=1)[NH:7][C:6](=[O:11])[C:5]2=[CH:12][C:14]1[NH:18][C:17]([CH:19]([CH3:21])[CH3:20])=[C:16]([C:22]([OH:24])=[O:23])[C:15]=1[C:25]1[CH:30]=[CH:29][CH:28]=[CH:27][CH:26]=1. The yield is 0.580.